Dataset: Peptide-MHC class I binding affinity with 185,985 pairs from IEDB/IMGT. Task: Regression. Given a peptide amino acid sequence and an MHC pseudo amino acid sequence, predict their binding affinity value. This is MHC class I binding data. (1) The peptide sequence is WAMEKSSKY. The MHC is HLA-B15:01 with pseudo-sequence HLA-B15:01. The binding affinity (normalized) is 0.157. (2) The peptide sequence is LNWFEIWIV. The MHC is HLA-B57:01 with pseudo-sequence HLA-B57:01. The binding affinity (normalized) is 0.0847. (3) The MHC is HLA-A02:03 with pseudo-sequence HLA-A02:03. The peptide sequence is GLYPQLSAI. The binding affinity (normalized) is 1.00.